Dataset: Forward reaction prediction with 1.9M reactions from USPTO patents (1976-2016). Task: Predict the product of the given reaction. The product is: [F:1][C:2]1[CH:3]=[CH:4][C:5]2[N:9]=[C:8]([C@@H:10]([NH:14][C:24]3[N:32]=[CH:31][N:30]=[C:29]4[C:25]=3[N:26]=[CH:27][N:28]4[CH:33]3[CH2:38][CH2:37][CH2:36][CH2:35][O:34]3)[CH2:11][O:12][CH3:13])[N:7]([C:15]3[CH:16]=[CH:17][CH:18]=[CH:19][CH:20]=3)[C:6]=2[C:21]=1[CH3:22]. Given the reactants [F:1][C:2]1[CH:3]=[CH:4][C:5]2[N:9]=[C:8]([C@@H:10]([NH2:14])[CH2:11][O:12][CH3:13])[N:7]([C:15]3[CH:20]=[CH:19][CH:18]=[CH:17][CH:16]=3)[C:6]=2[C:21]=1[CH3:22].Cl[C:24]1[N:32]=[CH:31][N:30]=[C:29]2[C:25]=1[N:26]=[CH:27][N:28]2[CH:33]1[CH2:38][CH2:37][CH2:36][CH2:35][O:34]1.CCN(C(C)C)C(C)C, predict the reaction product.